From a dataset of NCI-60 drug combinations with 297,098 pairs across 59 cell lines. Regression. Given two drug SMILES strings and cell line genomic features, predict the synergy score measuring deviation from expected non-interaction effect. (1) Drug 1: CC1C(C(=O)NC(C(=O)N2CCCC2C(=O)N(CC(=O)N(C(C(=O)O1)C(C)C)C)C)C(C)C)NC(=O)C3=C4C(=C(C=C3)C)OC5=C(C(=O)C(=C(C5=N4)C(=O)NC6C(OC(=O)C(N(C(=O)CN(C(=O)C7CCCN7C(=O)C(NC6=O)C(C)C)C)C)C(C)C)C)N)C. Drug 2: CC12CCC3C(C1CCC2OP(=O)(O)O)CCC4=C3C=CC(=C4)OC(=O)N(CCCl)CCCl.[Na+]. Cell line: K-562. Synergy scores: CSS=89.4, Synergy_ZIP=16.9, Synergy_Bliss=15.7, Synergy_Loewe=18.2, Synergy_HSA=19.3. (2) Drug 1: CC1C(C(CC(O1)OC2CC(CC3=C2C(=C4C(=C3O)C(=O)C5=CC=CC=C5C4=O)O)(C(=O)C)O)N)O. Drug 2: CC1C(C(CC(O1)OC2CC(CC3=C2C(=C4C(=C3O)C(=O)C5=C(C4=O)C(=CC=C5)OC)O)(C(=O)CO)O)N)O.Cl. Cell line: K-562. Synergy scores: CSS=44.5, Synergy_ZIP=-4.28, Synergy_Bliss=-5.92, Synergy_Loewe=-3.04, Synergy_HSA=-1.07.